This data is from Reaction yield outcomes from USPTO patents with 853,638 reactions. The task is: Predict the reaction yield, written as a fraction of the theoretical maximum amount of product (1.0 means a 100% yield; for example, 0.34 means a 34% yield). (1) The reactants are C1(P(C2C=CC=CC=2)C2C=CC=CC=2)C=CC=CC=1.BrN1C(=O)CCC1=O.[Cl:28][C:29]1[CH:30]=[C:31]([CH:39]([CH2:43][CH:44]2[CH2:48][CH2:47][CH2:46][CH2:45]2)[C:40]([OH:42])=O)[CH:32]=[CH:33][C:34]=1[S:35]([CH3:38])(=[O:37])=[O:36].[NH2:49][C:50]1[S:51][C:52]2[CH:58]=[CH:57][CH:56]=[CH:55][C:53]=2[N:54]=1.N1C=CC=CC=1. The catalyst is C(Cl)Cl.O. The product is [S:51]1[C:52]2[CH:58]=[CH:57][CH:56]=[CH:55][C:53]=2[N:54]=[C:50]1[NH:49][C:40](=[O:42])[CH:39]([C:31]1[CH:32]=[CH:33][C:34]([S:35]([CH3:38])(=[O:36])=[O:37])=[C:29]([Cl:28])[CH:30]=1)[CH2:43][CH:44]1[CH2:48][CH2:47][CH2:46][CH2:45]1. The yield is 0.770. (2) The reactants are [C:1]([O:5][C:6]([N:8]1[C:13]2[CH:14]=[C:15]([Cl:26])[C:16]([NH:18][C:19]([O:21][C:22]([CH3:25])([CH3:24])[CH3:23])=[O:20])=[CH:17][C:12]=2[O:11][CH:10]([C:27](O)=[O:28])[CH2:9]1)=[O:7])([CH3:4])([CH3:3])[CH3:2].CCN=C=NCCCN(C)C.C1C=CC2N(O)N=NC=2C=1.CCN(C(C)C)C(C)C.[F:60][C:61]1[CH:75]=[CH:74][C:64]([CH2:65][C:66]2([C:72]#[N:73])[CH2:71][CH2:70][NH:69][CH2:68][CH2:67]2)=[CH:63][CH:62]=1. The catalyst is CN(C=O)C. The product is [C:1]([O:5][C:6]([N:8]1[C:13]2[CH:14]=[C:15]([Cl:26])[C:16]([NH:18][C:19]([O:21][C:22]([CH3:25])([CH3:24])[CH3:23])=[O:20])=[CH:17][C:12]=2[O:11][CH:10]([C:27]([N:69]2[CH2:70][CH2:71][C:66]([C:72]#[N:73])([CH2:65][C:64]3[CH:74]=[CH:75][C:61]([F:60])=[CH:62][CH:63]=3)[CH2:67][CH2:68]2)=[O:28])[CH2:9]1)=[O:7])([CH3:4])([CH3:3])[CH3:2]. The yield is 0.739. (3) The reactants are [C:1]([O:5][C:6](=[O:14])[NH:7][N:8]1[CH:12]=[C:11]([Br:13])[N:10]=[CH:9]1)([CH3:4])([CH3:3])[CH3:2].[H-].[Na+].I[CH2:18][CH3:19]. The catalyst is CN(C)C=O. The product is [C:1]([O:5][C:6](=[O:14])[N:7]([N:8]1[CH:12]=[C:11]([Br:13])[N:10]=[CH:9]1)[CH2:18][CH3:19])([CH3:4])([CH3:2])[CH3:3]. The yield is 0.800. (4) The reactants are [C:1]([C:5]1[CH:11]=[CH:10][C:8]([NH2:9])=[CH:7][CH:6]=1)([CH3:4])([CH3:3])[CH3:2].O.[C:13]([OH:17])(=[O:16])[CH:14]=O.[Br:18][C:19]1[CH:24]=[CH:23][C:22](B(O)O)=[CH:21][CH:20]=1.Cl[CH:29](Cl)C. No catalyst specified. The product is [CH3:29][O:17][C:13](=[O:16])[CH:14]([C:22]1[CH:23]=[CH:24][C:19]([Br:18])=[CH:20][CH:21]=1)[NH:9][C:8]1[CH:7]=[CH:6][C:5]([C:1]([CH3:4])([CH3:2])[CH3:3])=[CH:11][CH:10]=1. The yield is 0.100. (5) The reactants are [CH:1]1([C:6]2[C:16]3[O:15][CH2:14][CH2:13][N:12](C(OC(C)(C)C)=O)[CH2:11][C:10]=3[CH:9]=[CH:8][CH:7]=2)[CH2:5][CH2:4][CH2:3][CH2:2]1.C(OCC)(=O)C.[ClH:30]. The catalyst is C(OCC)(=O)C. The product is [ClH:30].[CH:1]1([C:6]2[C:16]3[O:15][CH2:14][CH2:13][NH:12][CH2:11][C:10]=3[CH:9]=[CH:8][CH:7]=2)[CH2:2][CH2:3][CH2:4][CH2:5]1. The yield is 0.782.